Dataset: Catalyst prediction with 721,799 reactions and 888 catalyst types from USPTO. Task: Predict which catalyst facilitates the given reaction. (1) Reactant: [CH:1]([C@@H:4]1[CH2:8][C@@H:7]([C@@H:9]([N:31]=[N+]=[N-])[CH2:10][C@@H:11]([CH:28]([CH3:30])[CH3:29])[C:12]([C:14]2[CH:19]=[CH:18][C:17]([O:20][CH3:21])=[C:16]([O:22][CH2:23][CH2:24][CH2:25][O:26][CH3:27])[CH:15]=2)=O)[O:6][C:5]1=[O:34])([CH3:3])[CH3:2].C(CN)O. The catalyst class is: 29. Product: [CH:1]([C@@H:4]1[CH2:8][C@@H:7]([C@@H:9]([NH2:31])[CH2:10][C@@H:11]([CH:28]([CH3:30])[CH3:29])[CH2:12][C:14]2[CH:19]=[CH:18][C:17]([O:20][CH3:21])=[C:16]([O:22][CH2:23][CH2:24][CH2:25][O:26][CH3:27])[CH:15]=2)[O:6][C:5]1=[O:34])([CH3:3])[CH3:2]. (2) Reactant: Br[CH2:2][C:3]1[CH:8]=[CH:7][C:6]([NH:9][C:10]2[CH:19]=[C:18]([Cl:20])[CH:17]=[CH:16][C:11]=2[C:12]([O:14][CH3:15])=[O:13])=[C:5]([N+:21]([O-:23])=[O:22])[CH:4]=1.[NH:24]1[CH2:29][CH2:28][O:27][CH2:26][CH2:25]1. Product: [Cl:20][C:18]1[CH:17]=[CH:16][C:11]([C:12]([O:14][CH3:15])=[O:13])=[C:10]([NH:9][C:6]2[CH:7]=[CH:8][C:3]([CH2:2][N:24]3[CH2:29][CH2:28][O:27][CH2:26][CH2:25]3)=[CH:4][C:5]=2[N+:21]([O-:23])=[O:22])[CH:19]=1. The catalyst class is: 11.